Dataset: Catalyst prediction with 721,799 reactions and 888 catalyst types from USPTO. Task: Predict which catalyst facilitates the given reaction. The catalyst class is: 16. Product: [Br:1][C:2]1[CH:10]=[C:9]2[C:5]([CH:6]=[N:7][N:8]2[CH2:18][CH3:19])=[C:4]([F:11])[CH:3]=1.[Br:1][C:2]1[CH:3]=[C:4]([F:11])[C:5]2[C:9]([CH:10]=1)=[N:8][N:7]([CH2:18][CH3:19])[CH:6]=2. Reactant: [Br:1][C:2]1[CH:10]=[C:9]2[C:5]([CH:6]=[N:7][NH:8]2)=[C:4]([F:11])[CH:3]=1.C([O-])([O-])=O.[K+].[K+].[CH2:18](I)[CH3:19].